This data is from Forward reaction prediction with 1.9M reactions from USPTO patents (1976-2016). The task is: Predict the product of the given reaction. (1) Given the reactants [N:1]1[O:2][N:3]=[C:4]2[C:9]([CH:10]=O)=[CH:8][CH:7]=[CH:6][C:5]=12.[C:12]([O:18][CH3:19])(=[O:17])[CH2:13][C:14]([CH3:16])=[O:15], predict the reaction product. The product is: [CH:4]([O:15][CH:14]([CH3:16])[CH3:13])([CH3:9])[CH3:5].[CH3:19][O:18][C:12](=[O:17])[C:13]([C:14](=[O:15])[CH3:16])=[CH:10][C:9]1[C:4]2=[N:3][O:2][N:1]=[C:5]2[CH:6]=[CH:7][CH:8]=1. (2) Given the reactants [CH3:1][O:2][C:3]1[CH:33]=[CH:32][C:6]([C:7]([O:22][CH2:23][C:24]2[CH:25]=[C:26]([CH:29]=[CH:30][CH:31]=2)[CH2:27][NH2:28])([C:16]2[CH:21]=[CH:20][CH:19]=[CH:18][CH:17]=2)[C:8]2[CH:13]=[CH:12][C:11]([O:14][CH3:15])=[CH:10][CH:9]=2)=[CH:5][CH:4]=1.[C:34](N1C=CN=C1)(N1C=CN=C1)=[O:35].[NH2:46][CH2:47][C:48]1[CH:53]=[CH:52][CH:51]=[C:50]([CH2:54][O:55][Si:56]([C:59]([CH3:62])([CH3:61])[CH3:60])([CH3:58])[CH3:57])[N:49]=1, predict the reaction product. The product is: [CH3:15][O:14][C:11]1[CH:10]=[CH:9][C:8]([C:7]([O:22][CH2:23][C:24]2[CH:25]=[C:26]([CH:29]=[CH:30][CH:31]=2)[CH2:27][NH:28][C:34]([NH:46][CH2:47][C:48]2[CH:53]=[CH:52][CH:51]=[C:50]([CH2:54][O:55][Si:56]([C:59]([CH3:62])([CH3:61])[CH3:60])([CH3:57])[CH3:58])[N:49]=2)=[O:35])([C:16]2[CH:21]=[CH:20][CH:19]=[CH:18][CH:17]=2)[C:6]2[CH:5]=[CH:4][C:3]([O:2][CH3:1])=[CH:33][CH:32]=2)=[CH:13][CH:12]=1. (3) The product is: [NH2:33][C:29]1[CH:28]=[C:27]([C:2]#[C:1][C:3]2[N:7]3[N:8]=[C:9]([C:12]4[CH:13]=[CH:14][C:15]([C:18]([N:20]5[CH2:21][CH2:22][O:23][CH2:24][CH2:25]5)=[O:19])=[CH:16][CH:17]=4)[CH:10]=[CH:11][C:6]3=[N:5][CH:4]=2)[CH:32]=[CH:31][N:30]=1. Given the reactants [C:1]([C:3]1[N:7]2[N:8]=[C:9]([C:12]3[CH:17]=[CH:16][C:15]([C:18]([N:20]4[CH2:25][CH2:24][O:23][CH2:22][CH2:21]4)=[O:19])=[CH:14][CH:13]=3)[CH:10]=[CH:11][C:6]2=[N:5][CH:4]=1)#[CH:2].Br[C:27]1[CH:32]=[CH:31][N:30]=[C:29]([NH2:33])[CH:28]=1, predict the reaction product.